Regression. Given a peptide amino acid sequence and an MHC pseudo amino acid sequence, predict their binding affinity value. This is MHC class I binding data. From a dataset of Peptide-MHC class I binding affinity with 185,985 pairs from IEDB/IMGT. (1) The peptide sequence is VMAFIAFLR. The MHC is HLA-A33:01 with pseudo-sequence HLA-A33:01. The binding affinity (normalized) is 0.857. (2) The peptide sequence is CTIDNPTKY. The MHC is HLA-A33:01 with pseudo-sequence HLA-A33:01. The binding affinity (normalized) is 0.0292. (3) The peptide sequence is SIYAGNTPK. The MHC is HLA-A31:01 with pseudo-sequence HLA-A31:01. The binding affinity (normalized) is 0.671. (4) The peptide sequence is ITDEINQIK. The MHC is HLA-A25:01 with pseudo-sequence HLA-A25:01. The binding affinity (normalized) is 0.0847. (5) The peptide sequence is ASDYSQGAF. The MHC is HLA-A01:01 with pseudo-sequence HLA-A01:01. The binding affinity (normalized) is 0.528. (6) The peptide sequence is KRMGVQMQR. The MHC is HLA-A31:01 with pseudo-sequence HLA-A31:01. The binding affinity (normalized) is 0.342. (7) The peptide sequence is AEILIIIMRT. The MHC is HLA-B40:01 with pseudo-sequence HLA-B40:01. The binding affinity (normalized) is 0.255. (8) The peptide sequence is ATGKCNPNL. The MHC is HLA-A24:02 with pseudo-sequence HLA-A24:02. The binding affinity (normalized) is 0.